This data is from Forward reaction prediction with 1.9M reactions from USPTO patents (1976-2016). The task is: Predict the product of the given reaction. (1) Given the reactants [CH3:1][N:2]1[CH2:7][CH2:6][N:5]([C:8]2[C:13]([CH:14]=[O:15])=[CH:12][CH:11]=[CH:10][N:9]=2)[C@@H:4]([C:16]2[CH:21]=[CH:20][CH:19]=[CH:18][CH:17]=2)[CH2:3]1.[BH4-].[Na+].Cl.C(=O)(O)[O-].[Na+], predict the reaction product. The product is: [OH:15][CH2:14][C:13]1[C:8]([N:5]2[CH2:6][CH2:7][N:2]([CH3:1])[CH2:3][C@@H:4]2[C:16]2[CH:21]=[CH:20][CH:19]=[CH:18][CH:17]=2)=[N:9][CH:10]=[CH:11][CH:12]=1. (2) Given the reactants [CH:1]1([Mg]Br)[CH2:3][CH2:2]1.[CH3:6][C:7]1[CH:12]=[CH:11][C:10]([C:13](=[O:15])[CH3:14])=[CH:9][CH:8]=1, predict the reaction product. The product is: [CH:1]1([C:13]([C:10]2[CH:11]=[CH:12][C:7]([CH3:6])=[CH:8][CH:9]=2)([OH:15])[CH3:14])[CH2:3][CH2:2]1. (3) The product is: [CH3:1][NH:2][C:3]([C:5]1[C:6]([C:14]2[CH:19]=[CH:18][CH:17]=[CH:16][CH:15]=2)=[N:7][O:8][C:9]=1[C:10]([OH:12])=[O:11])=[O:4]. Given the reactants [CH3:1][NH:2][C:3]([C:5]1[C:6]([C:14]2[CH:19]=[CH:18][CH:17]=[CH:16][CH:15]=2)=[N:7][O:8][C:9]=1[C:10]([O:12]C)=[O:11])=[O:4].[Li+].[OH-], predict the reaction product. (4) Given the reactants [F:1][C:2]([F:42])([F:41])[C:3]1[CH:4]=[C:5]([C:13]([CH3:40])([CH3:39])[C:14]([N:16]([CH3:38])[C:17]2[CH:18]=[N:19][C:20](/[CH:30]=[CH:31]\[C:32]3[CH:37]=[CH:36][CH:35]=[CH:34][CH:33]=3)=[CH:21][C:22]=2[C:23]2[CH:28]=[CH:27][CH:26]=[CH:25][C:24]=2[CH3:29])=[O:15])[CH:6]=[C:7]([C:9]([F:12])([F:11])[F:10])[CH:8]=1, predict the reaction product. The product is: [F:42][C:2]([F:1])([F:41])[C:3]1[CH:4]=[C:5]([C:13]([CH3:40])([CH3:39])[C:14]([N:16]([CH3:38])[C:17]2[CH:18]=[N:19][C:20]([CH2:30][CH2:31][C:32]3[CH:33]=[CH:34][CH:35]=[CH:36][CH:37]=3)=[CH:21][C:22]=2[C:23]2[CH:28]=[CH:27][CH:26]=[CH:25][C:24]=2[CH3:29])=[O:15])[CH:6]=[C:7]([C:9]([F:10])([F:11])[F:12])[CH:8]=1.